From a dataset of Full USPTO retrosynthesis dataset with 1.9M reactions from patents (1976-2016). Predict the reactants needed to synthesize the given product. Given the product [CH2:1]([O:8][C:9]1[CH:10]=[C:11]([CH:53]=[CH:54][CH:55]=1)[O:12][C:13]1[CH:18]=[CH:17][C:16]([CH2:19][CH2:20][CH2:21][C:22]([NH:44][C:45]([O:47][C:48]([CH3:50])([CH3:49])[CH3:51])=[O:46])([CH2:25][O:26][Si:27]([C:40]([CH3:42])([CH3:43])[CH3:41])([C:34]2[CH:35]=[CH:36][CH:37]=[CH:38][CH:39]=2)[C:28]2[CH:29]=[CH:30][CH:31]=[CH:32][CH:33]=2)[CH:23]=[O:24])=[C:15]([Cl:52])[CH:14]=1)[C:2]1[CH:3]=[CH:4][CH:5]=[CH:6][CH:7]=1, predict the reactants needed to synthesize it. The reactants are: [CH2:1]([O:8][C:9]1[CH:10]=[C:11]([CH:53]=[CH:54][CH:55]=1)[O:12][C:13]1[CH:18]=[CH:17][C:16]([CH2:19][CH2:20][CH2:21][C:22]([NH:44][C:45]([O:47][C:48]([CH3:51])([CH3:50])[CH3:49])=[O:46])([CH2:25][O:26][Si:27]([C:40]([CH3:43])([CH3:42])[CH3:41])([C:34]2[CH:39]=[CH:38][CH:37]=[CH:36][CH:35]=2)[C:28]2[CH:33]=[CH:32][CH:31]=[CH:30][CH:29]=2)[CH2:23][OH:24])=[C:15]([Cl:52])[CH:14]=1)[C:2]1[CH:7]=[CH:6][CH:5]=[CH:4][CH:3]=1.[Cr](O[Cr]([O-])(=O)=O)([O-])(=O)=O.[NH+]1C=CC=CC=1.[NH+]1C=CC=CC=1.O.